Dataset: Full USPTO retrosynthesis dataset with 1.9M reactions from patents (1976-2016). Task: Predict the reactants needed to synthesize the given product. (1) Given the product [Br:41][CH2:42][CH2:43][O:29][C:22]1[CH:21]=[C:20]2[C:25]([C:26](=[O:28])[CH:27]=[C:18]([C:17]3[CH:16]=[C:15]([O:14][CH2:7][C:8]4[CH:9]=[CH:10][CH:11]=[CH:12][CH:13]=4)[CH:32]=[C:31]([O:33][CH2:34][C:35]4[CH:40]=[CH:39][CH:38]=[CH:37][CH:36]=4)[CH:30]=3)[O:19]2)=[CH:24][CH:23]=1, predict the reactants needed to synthesize it. The reactants are: C(=O)([O-])[O-].[K+].[K+].[CH2:7]([O:14][C:15]1[CH:16]=[C:17]([CH:30]=[C:31]([O:33][CH2:34][C:35]2[CH:40]=[CH:39][CH:38]=[CH:37][CH:36]=2)[CH:32]=1)[C:18]1[O:19][C:20]2[C:25]([C:26](=[O:28])[CH:27]=1)=[CH:24][CH:23]=[C:22]([OH:29])[CH:21]=2)[C:8]1[CH:13]=[CH:12][CH:11]=[CH:10][CH:9]=1.[Br:41][CH:42](Br)[CH3:43]. (2) The reactants are: Cl[C:2]([O:4][C:5]1[CH:10]=[CH:9][C:8]([F:11])=[CH:7][CH:6]=1)=[O:3].C(N(CC)C(C)C)(C)C.[C:21]1([C:27]2[CH:34]=[CH:33][C:30]([CH2:31][NH2:32])=[CH:29][CH:28]=2)[CH:26]=[CH:25][CH:24]=[CH:23][CH:22]=1. Given the product [C:27]1([C:21]2[CH:22]=[CH:23][CH:24]=[CH:25][CH:26]=2)[CH:28]=[CH:29][C:30]([CH2:31][NH:32][C:2](=[O:3])[O:4][C:5]2[CH:10]=[CH:9][C:8]([F:11])=[CH:7][CH:6]=2)=[CH:33][CH:34]=1, predict the reactants needed to synthesize it.